Dataset: Reaction yield outcomes from USPTO patents with 853,638 reactions. Task: Predict the reaction yield, written as a fraction of the theoretical maximum amount of product (1.0 means a 100% yield; for example, 0.34 means a 34% yield). (1) The reactants are [C:1]([C:3]1[CH:8]=[CH:7][CH:6]=[CH:5][C:4]=1[C:9]1[CH:14]=[CH:13][C:12]([CH2:15][C:16]2[C:17](=[O:42])[N:18]([C@H:29]3[CH2:34][CH2:33][C@H:32]([O:35][CH2:36]C(OCC)=O)[CH2:31][CH2:30]3)[C:19]3[N:20]([N:25]=[C:26]([CH3:28])[N:27]=3)[C:21]=2[CH2:22][CH2:23][CH3:24])=[CH:11][C:10]=1[CH3:43])#[N:2].C[Mg]Br.Cl. The catalyst is O1CCCC1. The product is [OH:35][C:32]([CH3:33])([CH3:31])[CH2:36][O:35][C@H:32]1[CH2:31][CH2:30][C@H:29]([N:18]2[C:17](=[O:42])[C:16]([CH2:15][C:12]3[CH:13]=[CH:14][C:9]([C:4]4[C:3]([C:1]#[N:2])=[CH:8][CH:7]=[CH:6][CH:5]=4)=[C:10]([CH3:43])[CH:11]=3)=[C:21]([CH2:22][CH2:23][CH3:24])[N:20]3[N:25]=[C:26]([CH3:28])[N:27]=[C:19]23)[CH2:34][CH2:33]1. The yield is 0.590. (2) The reactants are N[C:2]1[CH:3]=[C:4]([C:8]#[C:9][C:10]2[N:11]([CH2:23][CH3:24])[C:12]3[C:17]([C:18]=2[C:19]#[N:20])=[CH:16][CH:15]=[C:14]([O:21][CH3:22])[CH:13]=3)[CH:5]=[CH:6][CH:7]=1.[CH3:25][P:26](Cl)([CH3:28])=[O:27].[N:30]1C=CC=CC=1. The catalyst is C1COCC1.CCOC(C)=O. The product is [C:19]([C:18]1[C:17]2[C:12](=[CH:13][C:14]([O:21][CH3:22])=[CH:15][CH:16]=2)[N:11]([CH2:23][CH3:24])[C:10]=1[C:9]#[C:8][C:4]1[CH:5]=[CH:6][C:7]([NH:30][P:26]([CH3:28])([CH3:25])=[O:27])=[CH:2][CH:3]=1)#[N:20]. The yield is 0.520. (3) The reactants are [Cl:1][CH2:2][CH:3]1[C:7]2=[C:8]3[C:13](=[C:14]([N:16]4C(=O)C5=CC=CC=C5C4=O)[CH:15]=[C:6]2[N:5]([C:27]([C:29]2[NH:30][C:31]4[C:36]([CH:37]=2)=[CH:35][C:34]([O:38][CH3:39])=[C:33]([O:40][CH3:41])[C:32]=4[O:42][CH3:43])=[O:28])[CH2:4]1)[N:12]=[CH:11][CH:10]=[CH:9]3.O.NN. The catalyst is C(Cl)Cl.CCOC(C)=O. The product is [NH2:16][C:14]1[CH:15]=[C:6]2[N:5]([C:27]([C:29]3[NH:30][C:31]4[C:36]([CH:37]=3)=[CH:35][C:34]([O:38][CH3:39])=[C:33]([O:40][CH3:41])[C:32]=4[O:42][CH3:43])=[O:28])[CH2:4][CH:3]([CH2:2][Cl:1])[C:7]2=[C:8]2[C:13]=1[N:12]=[CH:11][CH:10]=[CH:9]2. The yield is 0.650. (4) The product is [CH2:16]([N:10]1[C:11]2[C:7](=[CH:6][C:5]([CH2:3][OH:4])=[CH:13][CH:12]=2)[CH:8]=[CH:9]1)[C:18]1[CH:26]=[CH:25][CH:21]=[CH:20][CH:19]=1. The reactants are CO[C:3]([C:5]1[CH:6]=[C:7]2[C:11](=[CH:12][CH:13]=1)[NH:10][CH:9]=[CH:8]2)=[O:4].CO[C:16]([C:18]1[C:26](C)=[C:25]2[C:21](C=CN2)=[CH:20][CH:19]=1)=O. The yield is 0.930. No catalyst specified. (5) The reactants are [OH:1][C:2]1[CH:11]=[CH:10][CH:9]=[C:4]([C:5]([O:7][CH3:8])=[O:6])[C:3]=1[NH2:12].[CH3:13][O:14][C:15]1[CH:23]=[CH:22][C:18]([C:19](Cl)=O)=[CH:17][CH:16]=1. No catalyst specified. The product is [CH3:13][O:14][C:15]1[CH:23]=[CH:22][C:18]([C:19]2[O:1][C:2]3[C:3](=[C:4]([C:5]([O:7][CH3:8])=[O:6])[CH:9]=[CH:10][CH:11]=3)[N:12]=2)=[CH:17][CH:16]=1. The yield is 0.180. (6) The reactants are O.[NH2:2][NH2:3].Cl[C:5]1[CH:13]=[CH:12][C:11]([N+:14]([O-:16])=[O:15])=[CH:10][C:6]=1[C:7](O)=[O:8].Cl. The catalyst is C(O)C. The product is [N+:14]([C:11]1[CH:10]=[C:6]2[C:5](=[CH:13][CH:12]=1)[NH:3][NH:2][C:7]2=[O:8])([O-:16])=[O:15]. The yield is 0.270. (7) The reactants are [CH2:1]([N:3]1[C:11]2[C:6](=[CH:7][CH:8]=[C:9]([O:12][CH3:13])[CH:10]=2)[C:5]([C:14]#[N:15])=[C:4]1I)[CH3:2].[F-].[Cs+]. The catalyst is COCCOC.Cl[Pd](Cl)([P](C1C=CC=CC=1)(C1C=CC=CC=1)C1C=CC=CC=1)[P](C1C=CC=CC=1)(C1C=CC=CC=1)C1C=CC=CC=1. The product is [NH2:3][C:11]1[CH:6]=[CH:7][C:8]([C:4]2[N:3]([CH2:1][CH3:2])[C:11]3[C:6]([C:5]=2[C:14]#[N:15])=[CH:7][CH:8]=[C:9]([O:12][CH3:13])[CH:10]=3)=[CH:9][CH:10]=1. The yield is 0.690.